The task is: Predict which catalyst facilitates the given reaction.. This data is from Catalyst prediction with 721,799 reactions and 888 catalyst types from USPTO. (1) Reactant: [CH:1]1([N:7]([CH2:16][CH2:17][CH2:18][CH2:19][CH2:20][CH2:21][OH:22])[C:8](=[O:15])[C:9]2[CH:14]=[CH:13][CH:12]=[CH:11][CH:10]=2)[CH2:6][CH2:5][CH2:4][CH2:3][CH2:2]1.CC(OI1(OC(C)=O)(OC(C)=O)OC(=O)C2C=CC=CC1=2)=O. Product: [CH:1]1([N:7]([CH2:16][CH2:17][CH2:18][CH2:19][CH2:20][CH:21]=[O:22])[C:8](=[O:15])[C:9]2[CH:14]=[CH:13][CH:12]=[CH:11][CH:10]=2)[CH2:2][CH2:3][CH2:4][CH2:5][CH2:6]1. The catalyst class is: 2. (2) Product: [CH2:8]([O:7][C:5]([CH:4]1[CH2:3][CH2:2][N:1]([CH3:12])[CH2:11][CH2:10]1)=[O:6])[CH3:9]. The catalyst class is: 4. Reactant: [NH:1]1[CH2:11][CH2:10][CH:4]([C:5]([O:7][CH2:8][CH3:9])=[O:6])[CH2:3][CH2:2]1.[CH:12](O)=O.C=O.C(=O)(O)[O-].[Na+].